From a dataset of Forward reaction prediction with 1.9M reactions from USPTO patents (1976-2016). Predict the product of the given reaction. (1) Given the reactants Cl.[Cl:2]C1C=C(C=CC=1)OC1C=C(C=CC=1OC)CC1C=CC(NS(C)(=O)=O)=NC=1.[Cl:30][C:31]1[CH:32]=[C:33]([CH:51]=[CH:52][CH:53]=1)[O:34][C:35]1[CH:36]=[C:37]([CH:46]=[CH:47][C:48]=1[O:49][CH3:50])[CH2:38][C:39]1[CH:40]=[CH:41][C:42]([NH2:45])=[N:43][CH:44]=1.CS(Cl)(=O)=O, predict the reaction product. The product is: [ClH:2].[Cl:30][C:31]1[CH:32]=[C:33]([CH:51]=[CH:52][CH:53]=1)[O:34][C:35]1[CH:36]=[C:37]([CH:46]=[CH:47][C:48]=1[O:49][CH3:50])[CH2:38][C:39]1[CH:40]=[CH:41][C:42]([NH2:45])=[N:43][CH:44]=1. (2) Given the reactants Br[C:2]1[CH:3]=[C:4]2[C:8](=[CH:9][CH:10]=1)[NH:7][C:6](=[O:11])[CH2:5]2.C([Sn](CCCC)(CCCC)[C:17]1[S:18][CH:19]=[CH:20][CH:21]=1)CCC, predict the reaction product. The product is: [S:18]1[CH:19]=[CH:20][CH:21]=[C:17]1[C:2]1[CH:3]=[C:4]2[C:8](=[CH:9][CH:10]=1)[NH:7][C:6](=[O:11])[CH2:5]2.